This data is from Reaction yield outcomes from USPTO patents with 853,638 reactions. The task is: Predict the reaction yield, written as a fraction of the theoretical maximum amount of product (1.0 means a 100% yield; for example, 0.34 means a 34% yield). (1) The reactants are [Cl:1][C:2]1[C:7]([O:8][CH2:9][CH3:10])=[CH:6][C:5]([CH2:11][OH:12])=[CH:4][C:3]=1[O:13][CH2:14][CH3:15]. The catalyst is C1COCC1.O=[Mn]=O. The product is [Cl:1][C:2]1[C:7]([O:8][CH2:9][CH3:10])=[CH:6][C:5]([CH:11]=[O:12])=[CH:4][C:3]=1[O:13][CH2:14][CH3:15]. The yield is 0.920. (2) The reactants are C(Cl)Cl.[CH3:19][C:14]1([CH3:20])[C:15]([CH3:18])([CH3:17])[O:16][B:12]([B:12]2[O:16][C:15]([CH3:18])([CH3:17])[C:14]([CH3:20])([CH3:19])[O:13]2)[O:13]1.Br[C:23]1[CH:24]=[C:25]2[C:29](=[CH:30][CH:31]=1)[N:28]([C:32]([O:34][C:35]([CH3:38])([CH3:37])[CH3:36])=[O:33])[CH:27]=[C:26]2[C:39]1[CH:44]=[CH:43][CH:42]=[C:41]([N:45]2[CH2:50][CH2:49][O:48][CH2:47][CH2:46]2)[N:40]=1.C([O-])(=O)C.[K+]. The catalyst is O1CCOCC1.CN(C=O)C.C1C=CC(P(C2C=CC=CC=2)[C-]2C=CC=C2)=CC=1.C1C=CC(P(C2C=CC=CC=2)[C-]2C=CC=C2)=CC=1.Cl[Pd]Cl.[Fe+2]. The product is [O:48]1[CH2:49][CH2:50][N:45]([C:41]2[N:40]=[C:39]([C:26]3[C:25]4[C:29](=[CH:30][CH:31]=[C:23]([B:12]5[O:13][C:14]([CH3:19])([CH3:20])[C:15]([CH3:17])([CH3:18])[O:16]5)[CH:24]=4)[N:28]([C:32]([O:34][C:35]([CH3:38])([CH3:37])[CH3:36])=[O:33])[CH:27]=3)[CH:44]=[CH:43][CH:42]=2)[CH2:46][CH2:47]1. The yield is 0.810. (3) The reactants are [CH2:1]([C@@H:8]([CH2:13][N:14]1[CH2:19][CH2:18][C@@:17]([CH3:34])([C:20]2[CH:25]=[CH:24][CH:23]=[C:22](OS(C(F)(F)F)(=O)=O)[CH:21]=2)[C@@H:16]([CH3:35])[CH2:15]1)[C:9]([O:11][CH3:12])=[O:10])[C:2]1[CH:7]=[CH:6][CH:5]=[CH:4][CH:3]=1.C1(P(C2C=CC=CC=2)CCCP(C2C=CC=CC=2)C2C=CC=CC=2)C=CC=CC=1.C[Si](C)(C)N[Si](C)(C)C.C[N:75](C)[CH:76]=[O:77].Cl. The catalyst is [Pd](Cl)Cl.C([O-])(=O)C.[Pd+2].C([O-])(=O)C. The product is [CH2:1]([C@@H:8]([CH2:13][N:14]1[CH2:19][CH2:18][C@:17]([C:20]2[CH:25]=[CH:24][CH:23]=[C:22]([C:76](=[O:77])[NH2:75])[CH:21]=2)([CH3:34])[C@@H:16]([CH3:35])[CH2:15]1)[C:9]([O:11][CH3:12])=[O:10])[C:2]1[CH:7]=[CH:6][CH:5]=[CH:4][CH:3]=1. The yield is 0.753. (4) The reactants are [Cl-].C(O[CH:6]1[C@H:11]([NH3+:12])[C@@H:10]([O:13][C:14](=[O:16])[CH3:15])[C@H:9]([O:17][C:18](=[O:20])[CH3:19])[C@@H:8]([CH2:21][O:22][C:23](=[O:25])[CH3:24])[O:7]1)(=O)C.[CH3:26][N:27]=[C:28]=[S:29].C(N(CC)CC)C.C(O)(C(F)(F)F)=O. The catalyst is CC#N. The product is [C:18]([O:17][C@@H:9]1[C@@H:8]([CH2:21][O:22][C:23](=[O:25])[CH3:24])[O:7][C@H:6]2[C@H:11]([N:12]=[C:28]([NH:27][CH3:26])[S:29]2)[C@H:10]1[O:13][C:14](=[O:16])[CH3:15])(=[O:20])[CH3:19]. The yield is 0.870. (5) The reactants are Cl[C:2]1[N:7]=[C:6]([N:8]2[CH2:13][CH2:12][O:11][CH2:10][CH2:9]2)[N:5]=[C:4]([N:14]2[C:18]3[CH:19]=[CH:20][CH:21]=[C:22]([O:23][CH3:24])[C:17]=3[N:16]=[C:15]2[CH:25]([F:27])[F:26])[N:3]=1.[N:28]1([C:34]([O:36][C:37]([CH3:40])([CH3:39])[CH3:38])=[O:35])[CH2:33][CH2:32][NH:31][CH2:30][CH2:29]1.CCN(C(C)C)C(C)C. The catalyst is C1COCC1. The product is [F:26][CH:25]([F:27])[C:15]1[N:14]([C:4]2[N:5]=[C:6]([N:8]3[CH2:13][CH2:12][O:11][CH2:10][CH2:9]3)[N:7]=[C:2]([N:31]3[CH2:30][CH2:29][N:28]([C:34]([O:36][C:37]([CH3:40])([CH3:39])[CH3:38])=[O:35])[CH2:33][CH2:32]3)[N:3]=2)[C:18]2[CH:19]=[CH:20][CH:21]=[C:22]([O:23][CH3:24])[C:17]=2[N:16]=1. The yield is 0.990. (6) The yield is 0.840. The reactants are [CH2:1]([O:8][C@@H:9]([C@@H:31]([N:41]([CH2:49][C:50]1[CH:55]=[CH:54][CH:53]=[CH:52][CH:51]=1)[CH2:42][C:43]1[CH:48]=[CH:47][CH:46]=[CH:45][CH:44]=1)[CH2:32][C:33]1[CH:38]=[C:37]([F:39])[CH:36]=[C:35]([F:40])[CH:34]=1)[C@H:10]([N:13]([C:24]([O:26][C:27]([CH3:30])([CH3:29])[CH3:28])=[O:25])[CH2:14][C@@H:15](O)[CH2:16][O:17]C(=O)CCC)[CH2:11][OH:12])[C:2]1[CH:7]=[CH:6][CH:5]=[CH:4][CH:3]=1.[Ar].[CH2:66](P([CH2:66][CH2:67][CH2:68][CH3:69])[CH2:66][CH2:67][CH2:68][CH3:69])[CH2:67][CH2:68][CH3:69].CN(C(/N=N/C(N(C)C)=O)=[O:74])C. The product is [C:27]([O:26][C:24]([N:13]1[C@@H:10]([C@@H:9]([O:8][CH2:1][C:2]2[CH:3]=[CH:4][CH:5]=[CH:6][CH:7]=2)[C@@H:31]([N:41]([CH2:49][C:50]2[CH:51]=[CH:52][CH:53]=[CH:54][CH:55]=2)[CH2:42][C:43]2[CH:44]=[CH:45][CH:46]=[CH:47][CH:48]=2)[CH2:32][C:33]2[CH:34]=[C:35]([F:40])[CH:36]=[C:37]([F:39])[CH:38]=2)[CH2:11][O:12][C@@H:15]([CH2:16][O:17][C:66](=[O:74])[CH2:67][CH2:68][CH3:69])[CH2:14]1)=[O:25])([CH3:28])([CH3:30])[CH3:29]. The catalyst is C1C=CC=CC=1.